This data is from Catalyst prediction with 721,799 reactions and 888 catalyst types from USPTO. The task is: Predict which catalyst facilitates the given reaction. (1) Reactant: [F:1][C:2]1[CH:3]=[CH:4][C:5](B2OC(C)(C)C(C)(C)O2)=[C:6]([NH:8][C:9](=[O:14])[C:10]([CH3:13])([CH3:12])[CH3:11])[CH:7]=1.Br[C:25]1[CH:30]=[CH:29][CH:28]=[CH:27][N:26]=1.C([O-])([O-])=O.[K+].[K+].CCCCCC. Product: [F:1][C:2]1[CH:3]=[CH:4][C:5]([C:25]2[CH:30]=[CH:29][CH:28]=[CH:27][N:26]=2)=[C:6]([NH:8][C:9](=[O:14])[C:10]([CH3:11])([CH3:12])[CH3:13])[CH:7]=1. The catalyst class is: 790. (2) Reactant: COC1C=CC(C[CH:8]2[S:15][CH:14]3[N:11]([C:12](=[O:25])[C@H:13]3/[N:16]=C\C3C=CC=CC=3O)[C:10]([C:26]([O-:28])=[O:27])=[C:9]2/[CH:29]=[C:30]2/[C:31](=[O:47])[N:32]([C@@H:35]3[CH2:39][CH2:38][N:37](C(OC(C)(C)C)=O)[CH2:36]3)[CH2:33][CH2:34]/2)=CC=1.O.CS([O:55][C:56](=O)/[C:57](/[C:69]1[N:73]=[C:72]([NH2:74])[S:71][N:70]=1)=[N:58]\[O:59]CC1C=CC(OC)=CC=1)(=O)=O.ClCCl. Product: [NH2:74][C:72]1[S:71][N:70]=[C:69](/[C:57](=[N:58]/[OH:59])/[C:56]([NH:16][C@@H:13]2[C:12](=[O:25])[N:11]3[C@@H:14]2[S:15][CH2:8][C:9](/[CH:29]=[C:30]2/[C:31](=[O:47])[N:32]([C@@H:35]4[CH2:39][CH2:38][NH:37][CH2:36]4)[CH2:33][CH2:34]/2)=[C:10]3[C:26]([OH:28])=[O:27])=[O:55])[N:73]=1. The catalyst class is: 282. (3) Reactant: [CH3:1][O:2][C:3]1[CH:22]=[CH:21][C:6]([C:7]([C:9]2[CH:10]=[CH:11][C:12]([S:19][CH3:20])=[C:13]([S:15]([NH2:18])(=[O:17])=[O:16])[CH:14]=2)=[O:8])=[CH:5][CH:4]=1.ClC1C=C(C=CC=1)C(OO)=[O:28]. Product: [CH3:20][S:19]([C:12]1[CH:11]=[CH:10][C:9]([C:7](=[O:8])[C:6]2[CH:5]=[CH:4][C:3]([O:2][CH3:1])=[CH:22][CH:21]=2)=[CH:14][C:13]=1[S:15]([NH2:18])(=[O:17])=[O:16])=[O:28]. The catalyst class is: 2.